The task is: Predict which catalyst facilitates the given reaction.. This data is from Catalyst prediction with 721,799 reactions and 888 catalyst types from USPTO. (1) Reactant: [CH3:1][S:2](Cl)(=[O:4])=[O:3].[CH2:6]([N:13]1[CH2:18][CH2:17][NH:16][CH2:15][CH2:14]1)[C:7]1[CH:12]=[CH:11][CH:10]=[CH:9][CH:8]=1.C(N(CC)CC)C. Product: [CH2:6]([N:13]1[CH2:18][CH2:17][N:16]([S:2]([CH3:1])(=[O:4])=[O:3])[CH2:15][CH2:14]1)[C:7]1[CH:8]=[CH:9][CH:10]=[CH:11][CH:12]=1. The catalyst class is: 2. (2) The catalyst class is: 6. Reactant: F[C:2]1[CH:9]=[CH:8][C:7]([C:10]([F:13])([F:12])[F:11])=[CH:6][C:3]=1[C:4]#[N:5].[Cl:14][C:15]1[CH:16]=[C:17]2[C:21](=[CH:22][CH:23]=1)[NH:20][CH:19]=[CH:18]2.C(=O)([O-])[O-].[K+].[K+].CS(C)=O. Product: [Cl:14][C:15]1[CH:16]=[C:17]2[C:21](=[CH:22][CH:23]=1)[N:20]([C:2]1[CH:9]=[CH:8][C:7]([C:10]([F:13])([F:12])[F:11])=[CH:6][C:3]=1[C:4]#[N:5])[CH:19]=[CH:18]2.